The task is: Predict which catalyst facilitates the given reaction.. This data is from Catalyst prediction with 721,799 reactions and 888 catalyst types from USPTO. (1) Reactant: [CH3:1][C:2]([CH3:15])([O:4][C:5]([NH:7][C:8]1([C:12](O)=O)[CH2:11][CH2:10][CH2:9]1)=[O:6])[CH3:3].CN(C(ON1N=NC2C=CC=CC1=2)=[N+](C)C)C.[B-](F)(F)(F)F.CCN(CC)CC.[CH3:45][O:46][C:47](=[O:58])[C:48]1[CH:53]=[C:52]([NH:54][CH3:55])[C:51]([NH2:56])=[CH:50][C:49]=1[CH3:57]. Product: [CH3:45][O:46][C:47]([C:48]1[C:49]([CH3:57])=[CH:50][C:51]2[N:56]=[C:12]([C:8]3([NH:7][C:5]([O:4][C:2]([CH3:15])([CH3:3])[CH3:1])=[O:6])[CH2:11][CH2:10][CH2:9]3)[N:54]([CH3:55])[C:52]=2[CH:53]=1)=[O:58]. The catalyst class is: 2. (2) Reactant: FC(F)(F)C(O)=O.[CH3:8][S:9]([C:12]1[CH:33]=[CH:32][C:15]([O:16][C:17]2[N:22]=[CH:21][N:20]=[C:19]3[N:23]([CH:26]4[CH2:31][CH2:30][NH:29][CH2:28][CH2:27]4)[N:24]=[CH:25][C:18]=23)=[CH:14][CH:13]=1)(=[O:11])=[O:10].[B-](F)(F)(F)F.CN(C(ON1C(=O)CCC1=O)=[N+](C)C)C.C(N(C(C)C)CC)(C)C.[CH3:63][N:64]1[C:68]([CH3:69])=[CH:67][C:66]([C:70](Cl)=[O:71])=[N:65]1. Product: [CH3:63][N:64]1[C:68]([CH3:69])=[CH:67][C:66]([C:70]([N:29]2[CH2:28][CH2:27][CH:26]([N:23]3[C:19]4=[N:20][CH:21]=[N:22][C:17]([O:16][C:15]5[CH:14]=[CH:13][C:12]([S:9]([CH3:8])(=[O:11])=[O:10])=[CH:33][CH:32]=5)=[C:18]4[CH:25]=[N:24]3)[CH2:31][CH2:30]2)=[O:71])=[N:65]1. The catalyst class is: 4.